Dataset: Catalyst prediction with 721,799 reactions and 888 catalyst types from USPTO. Task: Predict which catalyst facilitates the given reaction. (1) Reactant: [CH2:1]([O:8][C:9]([NH:11][C@@H:12]([CH2:16][C:17]([F:20])([F:19])[F:18])[C:13]([OH:15])=O)=[O:10])[C:2]1[CH:7]=[CH:6][CH:5]=[CH:4][CH:3]=1.[CH2:21]([O:24][C:25]([N:27]1[CH2:32][CH2:31][NH:30][CH2:29][CH2:28]1)=[O:26])[CH2:22][CH3:23].C(N1CCOCC1)C.[B-](F)(F)(F)F.CCOC(C(C#N)=NOC(N(C)C)=[N+](C)C)=O. Product: [CH2:21]([O:24][C:25]([N:27]1[CH2:32][CH2:31][N:30]([C:13](=[O:15])[C@@H:12]([NH:11][C:9]([O:8][CH2:1][C:2]2[CH:3]=[CH:4][CH:5]=[CH:6][CH:7]=2)=[O:10])[CH2:16][C:17]([F:20])([F:19])[F:18])[CH2:29][CH2:28]1)=[O:26])[CH2:22][CH3:23]. The catalyst class is: 39. (2) Reactant: C(OC([NH:8][CH2:9][C:10]1[CH:15]=[CH:14][C:13]([C:16]2[C:25]([C:26]3[CH:31]=[CH:30][CH:29]=[CH:28][CH:27]=3)=[CH:24][C:23]3[C:18](=[CH:19][CH:20]=[N:21][C:22]=3[CH:32]([C:38]3[CH:43]=[CH:42][N:41]=[CH:40][CH:39]=3)[C:33]([O:35][CH2:36][CH3:37])=[O:34])[N:17]=2)=[CH:12][CH:11]=1)=O)(C)(C)C.CO.[ClH:46]. Product: [Cl-:46].[CH2:36]([O:35][C:33](=[O:34])[CH:32]([C:22]1[N:21]=[CH:20][CH:19]=[C:18]2[C:23]=1[CH:24]=[C:25]([C:26]1[CH:27]=[CH:28][CH:29]=[CH:30][CH:31]=1)[C:16]([C:13]1[CH:14]=[CH:15][C:10]([CH2:9][NH3+:8])=[CH:11][CH:12]=1)=[N:17]2)[C:38]1[CH:39]=[CH:40][N:41]=[CH:42][CH:43]=1)[CH3:37]. The catalyst class is: 5. (3) Reactant: [O-][CH2:2][CH3:3].[Na+].[Br:5][C:6]1[CH:11]=[CH:10][C:9]([NH:12][C:13](=[S:17])[CH:14]([CH3:16])[CH3:15])=[CH:8][CH:7]=1.C(O)C.ICC. Product: [CH2:2]([S:17][C:13](=[N:12][C:9]1[CH:8]=[CH:7][C:6]([Br:5])=[CH:11][CH:10]=1)[CH:14]([CH3:15])[CH3:16])[CH3:3]. The catalyst class is: 4. (4) Reactant: [CH3:1][C:2]1([C:13]2[CH:18]=[CH:17][CH:16]=[CH:15][CH:14]=2)[C:11]2[C:6](=[CH:7][CH:8]=[CH:9][CH:10]=2)[NH:5][C:4](=[O:12])[NH:3]1.Cl[CH2:20][C:21]1[CH:26]=[CH:25][C:24]([O:27][CH3:28])=[CH:23][CH:22]=1.C([O-])([O-])=O.[Cs+].[Cs+].CI. Product: [CH3:28][O:27][C:24]1[CH:25]=[CH:26][C:21]([CH2:20][N:5]2[C:6]3[C:11](=[CH:10][CH:9]=[CH:8][CH:7]=3)[C:2]([CH3:1])([C:13]3[CH:18]=[CH:17][CH:16]=[CH:15][CH:14]=3)[NH:3][C:4]2=[O:12])=[CH:22][CH:23]=1. The catalyst class is: 18. (5) Reactant: [OH:1][C:2]1[C:9]([O:10][CH3:11])=[CH:8][CH:7]=[CH:6][C:3]=1[CH:4]=[O:5].C([O-])([O-])=O.[K+].[K+].[CH2:18]([O:20][CH:21]([O:24][CH2:25][CH3:26])[CH2:22]Br)[CH3:19]. Product: [CH2:18]([O:20][CH:21]([O:24][CH2:25][CH3:26])[CH2:22][O:1][C:2]1[C:9]([O:10][CH3:11])=[CH:8][CH:7]=[CH:6][C:3]=1[CH:4]=[O:5])[CH3:19]. The catalyst class is: 3. (6) Reactant: C(=O)([O-])[O-].[K+].[K+].C([O:15][C@H:16]1[C@@H:20]([O:21]C(=O)C2C=CC=CC=2)[C@H:19]([N:30]2[CH:38]=[N:37][C:36]3[C:31]2=[N:32][C:33]([CH2:54][NH:55][C:56]([NH:58][CH2:59][CH2:60][N:61]2[CH2:66][CH2:65][CH2:64][CH2:63][CH2:62]2)=[O:57])=[N:34][C:35]=3[NH:39][CH2:40][CH:41]([C:48]2[CH:53]=[CH:52][CH:51]=[CH:50][CH:49]=2)[C:42]2[CH:47]=[CH:46][CH:45]=[CH:44][CH:43]=2)[O:18][C@@H:17]1[C:67]([NH:69][CH2:70][CH3:71])=[O:68])(=O)C1C=CC=CC=1.CC(C)=O. Product: [C:42]1([CH:41]([C:48]2[CH:49]=[CH:50][CH:51]=[CH:52][CH:53]=2)[CH2:40][NH:39][C:35]2[N:34]=[C:33]([CH2:54][NH:55][C:56]([NH:58][CH2:59][CH2:60][N:61]3[CH2:66][CH2:65][CH2:64][CH2:63][CH2:62]3)=[O:57])[N:32]=[C:31]3[C:36]=2[N:37]=[CH:38][N:30]3[C@@H:19]2[O:18][C@H:17]([C:67]([NH:69][CH2:70][CH3:71])=[O:68])[C@@H:16]([OH:15])[C@H:20]2[OH:21])[CH:47]=[CH:46][CH:45]=[CH:44][CH:43]=1. The catalyst class is: 5. (7) Reactant: [CH2:1]([O:3][C:4](=[O:15])[C:5]1[C:10]([NH2:11])=[C:9]([N+:12]([O-])=O)[CH:8]=[N:7][CH:6]=1)[CH3:2].[H][H]. Product: [CH2:1]([O:3][C:4](=[O:15])[C:5]1[C:10]([NH2:11])=[C:9]([NH2:12])[CH:8]=[N:7][CH:6]=1)[CH3:2]. The catalyst class is: 19.